Dataset: Forward reaction prediction with 1.9M reactions from USPTO patents (1976-2016). Task: Predict the product of the given reaction. (1) Given the reactants I[C:2]1[CH:3]=[C:4]([CH:8]([N:10]([O:22][CH3:23])[C:11]([C:13]2[C:14]([CH:19]([F:21])[F:20])=[N:15][N:16]([CH3:18])[CH:17]=2)=[O:12])[CH3:9])[CH:5]=[CH:6][CH:7]=1.[Cl:24][C:25]1[CH:26]=[C:27](B(O)O)[CH:28]=[CH:29][C:30]=1[Cl:31].C(=O)([O-])[O-].[K+].[K+], predict the reaction product. The product is: [Cl:24][C:25]1[CH:26]=[C:27]([C:2]2[CH:7]=[CH:6][CH:5]=[C:4]([CH:8]([N:10]([O:22][CH3:23])[C:11]([C:13]3[C:14]([CH:19]([F:21])[F:20])=[N:15][N:16]([CH3:18])[CH:17]=3)=[O:12])[CH3:9])[CH:3]=2)[CH:28]=[CH:29][C:30]=1[Cl:31]. (2) Given the reactants C([NH:8][CH2:9][C@@H:10]([C:19]1[CH:20]=[CH:21][C:22]([O:28]CC2C=CC=CC=2)=[C:23]([NH:25][CH:26]=[O:27])[CH:24]=1)[O:11][Si:12]([C:15]([CH3:18])([CH3:17])[CH3:16])([CH3:14])[CH3:13])C1C=CC=CC=1.[C:36]([OH:39])(=[O:38])[CH3:37], predict the reaction product. The product is: [C:36]([OH:39])(=[O:38])[CH3:37].[NH2:8][CH2:9][C@@H:10]([C:19]1[CH:20]=[CH:21][C:22]([OH:28])=[C:23]([NH:25][CH:26]=[O:27])[CH:24]=1)[O:11][Si:12]([C:15]([CH3:18])([CH3:17])[CH3:16])([CH3:14])[CH3:13]. (3) Given the reactants [CH3:1][N:2]1[CH2:7][CH2:6][NH:5][CH2:4][CH2:3]1.CS(O[CH2:13][CH2:14][N:15]1[CH:19]=[C:18]([C:20]2[CH:21]=[N:22][C:23]([NH2:35])=[C:24]([C:26]3[O:27][C:28]4[CH:34]=[CH:33][CH:32]=[CH:31][C:29]=4[N:30]=3)[CH:25]=2)[CH:17]=[N:16]1)(=O)=O, predict the reaction product. The product is: [O:27]1[C:28]2[CH:34]=[CH:33][CH:32]=[CH:31][C:29]=2[N:30]=[C:26]1[C:24]1[C:23]([NH2:35])=[N:22][CH:21]=[C:20]([C:18]2[CH:17]=[N:16][N:15]([CH2:14][CH2:13][N:5]3[CH2:6][CH2:7][N:2]([CH3:1])[CH2:3][CH2:4]3)[CH:19]=2)[CH:25]=1. (4) Given the reactants F[C:2]1[CH:7]=[CH:6][C:5]([N+:8]([O-:10])=[O:9])=[C:4]([C:11]([F:14])([F:13])[F:12])[CH:3]=1.[NH2:15][CH:16]1[CH2:21][CH2:20][N:19]([C:22]([O:24][C:25]([CH3:28])([CH3:27])[CH3:26])=[O:23])[CH2:18][CH2:17]1.C(=O)([O-])[O-].[K+].[K+], predict the reaction product. The product is: [N+:8]([C:5]1[CH:6]=[CH:7][C:2]([NH:15][CH:16]2[CH2:17][CH2:18][N:19]([C:22]([O:24][C:25]([CH3:28])([CH3:27])[CH3:26])=[O:23])[CH2:20][CH2:21]2)=[CH:3][C:4]=1[C:11]([F:14])([F:13])[F:12])([O-:10])=[O:9].